From a dataset of Catalyst prediction with 721,799 reactions and 888 catalyst types from USPTO. Predict which catalyst facilitates the given reaction. (1) Reactant: [Si](O[C@H](C1C=CC(O)=C(NC=O)C=1)CNCC1C(C)=CC(NC(CCN2CCC([O:31][C:32](=[O:46])[NH:33][C:34]3[CH:39]=[CH:38][CH:37]=[CH:36][C:35]=3[C:40]3[CH:45]=[CH:44][CH:43]=[CH:42][CH:41]=3)CC2)=O)=C(C)C=1)(C(C)(C)C)(C)C.CC1CCCO1.F.F.F.C(N(CC)CC)C.C(=O)(O)[O-].[Na+]. Product: [C:35]1([C:40]2[CH:45]=[CH:44][CH:43]=[CH:42][CH:41]=2)[CH:36]=[CH:37][CH:38]=[CH:39][C:34]=1[NH:33][C:32](=[O:31])[OH:46]. The catalyst class is: 6. (2) Reactant: C(O)(C(F)(F)F)=O.[NH2:8][C:9]1[N:17]=[CH:16][N:15]=[C:14]2[C:10]=1[N:11]=[CH:12][N:13]2[C@H:18]1[C@@H:22]2[O:23]C(C)(C)[O:25][C@@H:21]2[C@@H:20]([CH2:28][N:29]([CH2:47][C:48]([F:51])([F:50])[F:49])[CH2:30][CH2:31][CH2:32][NH:33][C:34]([NH:36][C:37]2[CH:42]=[CH:41][C:40]([C:43]([CH3:46])([CH3:45])[CH3:44])=[CH:39][CH:38]=2)=[O:35])[O:19]1.C(C1C=CC(NC(NCCC=O)=O)=CC=1)(C)(C)C.C([O-])([O-])=O.[K+].[K+]. Product: [NH2:8][C:9]1[N:17]=[CH:16][N:15]=[C:14]2[C:10]=1[N:11]=[CH:12][N:13]2[C@@H:18]1[O:19][C@H:20]([CH2:28][N:29]([CH2:47][C:48]([F:49])([F:50])[F:51])[CH2:30][CH2:31][CH2:32][NH:33][C:34]([NH:36][C:37]2[CH:42]=[CH:41][C:40]([C:43]([CH3:46])([CH3:45])[CH3:44])=[CH:39][CH:38]=2)=[O:35])[C@@H:21]([OH:25])[C@H:22]1[OH:23]. The catalyst class is: 6. (3) Reactant: Br[C:2]1[S:3][N:4]=[C:5]2[CH:10]=[C:9]([Br:11])[CH:8]=[N:7][C:6]=12.[NH2:12][CH2:13][CH2:14][CH2:15][CH2:16][CH2:17][OH:18]. Product: [Br:11][C:9]1[CH:8]=[N:7][C:6]2=[C:2]([NH:12][CH2:13][CH2:14][CH2:15][CH2:16][CH2:17][OH:18])[S:3][N:4]=[C:5]2[CH:10]=1. The catalyst class is: 14. (4) Reactant: Br[C:2]1[CH:8]=[C:7]([CH3:9])[C:5]([NH2:6])=[C:4]([N+:10]([O-:12])=[O:11])[CH:3]=1.[C:13]1(B(O)O)[CH:18]=[CH:17][CH:16]=[CH:15][CH:14]=1.C(=O)([O-])[O-].[Cs+].[Cs+].O. Product: [NH2:6][C:5]1[C:4]([N+:10]([O-:12])=[O:11])=[CH:3][C:2]([C:13]2[CH:18]=[CH:17][CH:16]=[CH:15][CH:14]=2)=[CH:8][C:7]=1[CH3:9]. The catalyst class is: 128. (5) Product: [CH:1]1([C:7]2[C:8]3[CH:9]=[CH:10][C:11]([C:40]([NH:61][S:58]([CH:56]([CH3:57])[CH3:55])(=[O:60])=[O:59])=[O:41])=[CH:12][C:13]=3[N:14]3[CH2:20][C:19]([C:21]4[O:25][CH:24]=[N:23][C:22]=4[C:26]([N:28]4[CH2:29][CH2:30][O:31][CH2:32][CH2:33]4)=[O:27])=[CH:18][C:17]4[CH:34]=[C:35]([O:38][CH3:39])[CH:36]=[CH:37][C:16]=4[C:15]=23)[CH2:2][CH2:3][CH2:4][CH2:5][CH2:6]1. The catalyst class is: 1. Reactant: [CH:1]1([C:7]2[C:8]3[CH:9]=[CH:10][C:11]([C:40](O)=[O:41])=[CH:12][C:13]=3[N:14]3[CH2:20][C:19]([C:21]4[O:25][CH:24]=[N:23][C:22]=4[C:26]([N:28]4[CH2:33][CH2:32][O:31][CH2:30][CH2:29]4)=[O:27])=[CH:18][C:17]4[CH:34]=[C:35]([O:38][CH3:39])[CH:36]=[CH:37][C:16]=4[C:15]=23)[CH2:6][CH2:5][CH2:4][CH2:3][CH2:2]1.C1N=CN(C(N2C=NC=C2)=O)C=1.[CH3:55][CH:56]([S:58]([NH2:61])(=[O:60])=[O:59])[CH3:57].C1CCN2C(=NCCC2)CC1. (6) The catalyst class is: 9. Reactant: [CH2:1]([NH:8][C:9]([C:11]1[S:15][C:14]([N:16]2[CH2:20][CH2:19][NH:18][C:17]2=[O:21])=[N:13][C:12]=1[CH3:22])=[O:10])[C:2]1[CH:7]=[CH:6][CH:5]=[CH:4][CH:3]=1.C(=O)([O-])[O-].[K+].[K+].Cl[CH2:30][C:31]1[CH:38]=[CH:37][C:34]([C:35]#[N:36])=[CH:33][CH:32]=1. Product: [CH2:1]([NH:8][C:9]([C:11]1[S:15][C:14]([N:16]2[CH2:20][CH2:19][N:18]([CH2:30][C:31]3[CH:38]=[CH:37][C:34]([C:35]#[N:36])=[CH:33][CH:32]=3)[C:17]2=[O:21])=[N:13][C:12]=1[CH3:22])=[O:10])[C:2]1[CH:7]=[CH:6][CH:5]=[CH:4][CH:3]=1. (7) Product: [CH2:24]([O:1][C:2]1[CH:10]=[C:9]2[C:5]([CH2:6][CH2:7][C:8]2=[O:11])=[CH:4][CH:3]=1)[C:21]1[CH:22]=[CH:23][CH:18]=[CH:19][CH:20]=1. The catalyst class is: 31. Reactant: [OH:1][C:2]1[CH:10]=[C:9]2[C:5]([CH2:6][CH2:7][C:8]2=[O:11])=[CH:4][CH:3]=1.C([O-])([O-])=O.[K+].[K+].[CH:18]1[CH:23]=[CH:22][C:21]([CH2:24]Br)=[CH:20][CH:19]=1. (8) Reactant: [C:1]([C:4]1[CH:5]=[C:6]2[C:11](=[O:12])[O:10][C:8](=O)[C:7]2=[CH:13][CH:14]=1)([OH:3])=[O:2].[NH2:15][CH2:16][C:17]([OH:19])=[O:18]. Product: [C:1]([C:4]1[CH:5]=[C:6]2[C:11](=[O:12])[N:15]([CH2:16][C:17]([OH:19])=[O:18])[C:8](=[O:10])[C:7]2=[CH:13][CH:14]=1)([OH:3])=[O:2]. The catalyst class is: 15. (9) Reactant: C([O:8][C:9]1[C:10](=[O:43])[N:11]([CH2:34][C:35]2[CH:40]=[CH:39][C:38]([O:41][CH3:42])=[CH:37][CH:36]=2)[N:12]=[C:13]([CH2:15][O:16][Si:17]([C:30]([CH3:33])([CH3:32])[CH3:31])([C:24]2[CH:29]=[CH:28][CH:27]=[CH:26][CH:25]=2)[C:18]2[CH:23]=[CH:22][CH:21]=[CH:20][CH:19]=2)[CH:14]=1)C1C=CC=CC=1. Product: [Si:17]([O:16][CH2:15][C:13]1[CH:14]=[C:9]([OH:8])[C:10](=[O:43])[N:11]([CH2:34][C:35]2[CH:36]=[CH:37][C:38]([O:41][CH3:42])=[CH:39][CH:40]=2)[N:12]=1)([C:30]([CH3:31])([CH3:32])[CH3:33])([C:18]1[CH:19]=[CH:20][CH:21]=[CH:22][CH:23]=1)[C:24]1[CH:29]=[CH:28][CH:27]=[CH:26][CH:25]=1. The catalyst class is: 123.